From a dataset of Catalyst prediction with 721,799 reactions and 888 catalyst types from USPTO. Predict which catalyst facilitates the given reaction. (1) Reactant: [Br:1][C:2]1[C:7]([CH3:8])=[CH:6][C:5]([C:9]2[C:18]3[C:13](=[CH:14][C:15]([S:19](OC4C(F)=C(F)C(F)=C(F)C=4F)(=[O:21])=[O:20])=[CH:16][CH:17]=3)[N:12]=[CH:11][N:10]=2)=[C:4]([O:34][CH3:35])[CH:3]=1.[N:36]1[CH:41]=[CH:40][CH:39]=[N:38][C:37]=1[NH2:42].C1COCC1.C[Si]([N-][Si](C)(C)C)(C)C.[Li+]. Product: [Br:1][C:2]1[C:7]([CH3:8])=[CH:6][C:5]([C:9]2[C:18]3[C:13](=[CH:14][C:15]([S:19]([NH:42][C:37]4[N:38]=[CH:39][CH:40]=[CH:41][N:36]=4)(=[O:21])=[O:20])=[CH:16][CH:17]=3)[N:12]=[CH:11][N:10]=2)=[C:4]([O:34][CH3:35])[CH:3]=1. The catalyst class is: 818. (2) Reactant: Cl.CO[C:4]1[CH:17]=[CH:16][C:7]([C:8](C2CCNCC2)=[O:9])=[CH:6][CH:5]=1.COC([C:22]1[CH:23]=[CH:24][C:25](C(O)=O)=[N:26][CH:27]=1)=O.C(N(CC)CC)C.CN(C(ON1N=NC2C=CC=NC1=2)=[N+](C)C)C.F[P-](F)(F)(F)(F)F. Product: [C:8]([N:26]1[CH2:27][CH2:22][CH2:23][CH2:24][CH2:25]1)(=[O:9])[C:7]1[CH:6]=[CH:5][CH:4]=[CH:17][CH:16]=1. The catalyst class is: 9. (3) Reactant: [Cl:1][C:2]1[CH:7]=[C:6](F)[C:5]([N+:9]([O-:11])=[O:10])=[CH:4][C:3]=1[F:12].[F:13][C:14]([F:24])([F:23])[CH2:15][CH2:16][N:17]1[CH2:22][CH2:21][NH:20][CH2:19][CH2:18]1. Product: [Cl:1][C:2]1[C:3]([F:12])=[CH:4][C:5]([N+:9]([O-:11])=[O:10])=[C:6]([N:20]2[CH2:19][CH2:18][N:17]([CH2:16][CH2:15][C:14]([F:23])([F:24])[F:13])[CH2:22][CH2:21]2)[CH:7]=1. The catalyst class is: 2. (4) Reactant: [N:1]1([C:7]([O:9][C:10]([CH3:13])([CH3:12])[CH3:11])=[O:8])[CH2:6][CH2:5][NH:4][CH2:3][CH2:2]1.[Cl:14][C:15]1[N:16]=[N:17][C:18](Cl)=[CH:19][CH:20]=1.CCN(C(C)C)C(C)C. Product: [Cl:14][C:15]1[N:16]=[N:17][C:18]([N:4]2[CH2:5][CH2:6][N:1]([C:7]([O:9][C:10]([CH3:13])([CH3:12])[CH3:11])=[O:8])[CH2:2][CH2:3]2)=[CH:19][CH:20]=1. The catalyst class is: 107. (5) Reactant: [N+:1]([C:4]1[CH:22]=[CH:21][C:7]2[N:8]([CH2:16][C:17]([F:20])([F:19])[F:18])[CH:9]([C:12]([F:15])([F:14])[F:13])[CH2:10][O:11][C:6]=2[CH:5]=1)([O-])=O. Product: [NH2:1][C:4]1[CH:22]=[CH:21][C:7]2[N:8]([CH2:16][C:17]([F:20])([F:19])[F:18])[CH:9]([C:12]([F:13])([F:14])[F:15])[CH2:10][O:11][C:6]=2[CH:5]=1. The catalyst class is: 45. (6) Reactant: [F:1][C:2]1[CH:21]=[CH:20][C:5]([CH2:6][O:7][C:8]2[CH:9]=[C:10]([C:17]([OH:19])=O)[C:11](=[CH:15][CH:16]=2)[C:12]([OH:14])=O)=[CH:4][CH:3]=1.C(N1C=CN=C1)(N1C=CN=C1)=O.[C:34]([NH:37][CH2:38][CH2:39][NH2:40])(=[O:36])[CH3:35]. Product: [F:1][C:2]1[CH:3]=[CH:4][C:5]([CH2:6][O:7][C:8]2[CH:9]=[C:10]3[C:11](=[CH:15][CH:16]=2)[C:12](=[O:14])[N:40]([CH2:39][CH2:38][NH:37][C:34](=[O:36])[CH3:35])[C:17]3=[O:19])=[CH:20][CH:21]=1. The catalyst class is: 80.